Dataset: Reaction yield outcomes from USPTO patents with 853,638 reactions. Task: Predict the reaction yield, written as a fraction of the theoretical maximum amount of product (1.0 means a 100% yield; for example, 0.34 means a 34% yield). (1) The reactants are [F:1][C:2]1[CH:7]=[CH:6][CH:5]=[C:4]([F:8])[C:3]=1[N:9]1[C:14]2[N:15]=[C:16](S(C)(=O)=O)[N:17]=[C:18]([C:19]3[CH:24]=[CH:23][C:22]([F:25])=[CH:21][C:20]=3[CH3:26])[C:13]=2[CH:12]=[CH:11][C:10]1=[O:31].[CH2:32]([NH2:35])[CH2:33][NH2:34]. The catalyst is C1COCC1.C(OCC)(=O)C.O. The product is [NH2:34][CH2:33][CH2:32][NH:35][C:16]1[N:17]=[C:18]([C:19]2[CH:24]=[CH:23][C:22]([F:25])=[CH:21][C:20]=2[CH3:26])[C:13]2[CH:12]=[CH:11][C:10](=[O:31])[N:9]([C:3]3[C:2]([F:1])=[CH:7][CH:6]=[CH:5][C:4]=3[F:8])[C:14]=2[N:15]=1. The yield is 0.890. (2) The reactants are [CH2:1]([N:4]([CH2:17][CH2:18][CH3:19])[S:5]([C:8]1[CH:16]=[CH:15][C:11]([C:12]([OH:14])=O)=[CH:10][CH:9]=1)(=[O:7])=[O:6])[CH2:2][CH3:3].S(Cl)(Cl)=O.[NH2:24][C:25]1[S:26][C:27]2[C:33]([C:34]3[CH:39]=[CH:38][CH:37]=[CH:36][CH:35]=3)=[CH:32][CH:31]=[C:30]([O:40][CH3:41])[C:28]=2[N:29]=1.C(N(CC)CC)C. The catalyst is C1(C)C=CC=CC=1.CN(C1C=CN=CC=1)C. The product is [CH2:17]([N:4]([CH2:1][CH2:2][CH3:3])[S:5]([C:8]1[CH:9]=[CH:10][C:11]([C:12]([NH:24][C:25]2[S:26][C:27]3[C:33]([C:34]4[CH:39]=[CH:38][CH:37]=[CH:36][CH:35]=4)=[CH:32][CH:31]=[C:30]([O:40][CH3:41])[C:28]=3[N:29]=2)=[O:14])=[CH:15][CH:16]=1)(=[O:6])=[O:7])[CH2:18][CH3:19]. The yield is 0.920. (3) The product is [NH2:54][C:55]1[CH:60]=[CH:59][CH:58]=[CH:57][C:56]=1[NH:61][C:62](=[O:75])[C:63]1[CH:68]=[CH:67][C:66]([NH:69][CH2:70][CH2:71][CH2:72][CH2:73][NH:74][C:38]([C:39]2[C:40]([CH3:41])=[C:52]([CH:53]=[N:13][N:12]=[C:5]3[C:4]4[C:76](=[CH:9][CH:10]=[C:2]([F:1])[CH:3]=4)[NH:77][C:79]3=[O:80])[NH:49][C:50]=2[CH3:51])=[O:37])=[N:65][CH:64]=1. The reactants are [F:1][C:2]1[CH:3]=[C:4]2C(=[CH:9][CH:10]=1)NC(=O)[C:5]2=[N:12][N:13]=CC1(C)CC(C)(C(O)=O)CN1.Cl.C(N=C=NCCCN(C)C)C.[OH:37][C:38]1C2N=NNC=2[CH:41]=[CH:40][CH:39]=1.C([N:49]([CH2:52][CH3:53])[CH2:50][CH3:51])C.[NH2:54][C:55]1[CH:60]=[CH:59][CH:58]=[CH:57][C:56]=1[NH:61][C:62](=[O:75])[C:63]1[CH:68]=[CH:67][C:66]([NH:69][CH2:70][CH2:71][CH2:72][CH2:73][NH2:74])=[N:65][CH:64]=1.[CH3:76][N:77]([CH:79]=[O:80])C. The yield is 0.730. The catalyst is [Cl-].[Na+].O. (4) The reactants are [F:1][C:2]1[C:10]2[NH:9][C:8](=O)[NH:7][C:6]=2[CH:5]=[CH:4][CH:3]=1.P(Cl)(Cl)([Cl:14])=O. No catalyst specified. The product is [Cl:14][C:8]1[NH:9][C:10]2[C:2]([F:1])=[CH:3][CH:4]=[CH:5][C:6]=2[N:7]=1. The yield is 0.940. (5) The reactants are Cl.[O:2]=[C:3]1[NH:12][C:11]2[N:10]=[CH:9][C:8](/[CH:13]=[CH:14]/[C:15]([OH:17])=O)=[CH:7][C:6]=2[CH2:5][CH2:4]1.[CH3:18][CH2:19][CH2:20][CH:21]1[CH2:26][CH2:25][NH:24][CH2:23][CH2:22]1.CCN(C(C)C)C(C)C.CCN=C=NCCCN(C)C. The catalyst is CN(C=O)C. The product is [O:17]=[C:15]([N:24]1[CH2:25][CH2:26][CH:21]([CH2:20][CH2:19][CH3:18])[CH2:22][CH2:23]1)/[CH:14]=[CH:13]/[C:8]1[CH:7]=[C:6]2[C:11](=[N:10][CH:9]=1)[NH:12][C:3](=[O:2])[CH2:4][CH2:5]2. The yield is 0.380. (6) The reactants are [OH:1][C:2]1[CH:15]=[CH:14][C:5]2[C@H:6]([CH2:9][C:10]([O:12][CH3:13])=[O:11])[CH2:7][O:8][C:4]=2[CH:3]=1.[Cl:16][C:17]1[C:18]([CH3:41])=[C:19]([C:33]2[CH:38]=[CH:37][CH:36]=[C:35]([CH2:39]O)[CH:34]=2)[C:20]([CH3:32])=[C:21]([Cl:31])[C:22]=1[O:23][CH2:24][CH2:25][CH2:26][S:27]([CH3:30])(=[O:29])=[O:28].C(P(CCCC)CCCC)CCC.N(C(N1CCCCC1)=O)=NC(N1CCCCC1)=O. The catalyst is C1(C)C=CC=CC=1.CCCCCC. The product is [Cl:31][C:21]1[C:20]([CH3:32])=[C:19]([C:33]2[CH:38]=[CH:37][CH:36]=[C:35]([CH2:39][O:1][C:2]3[CH:15]=[CH:14][C:5]4[C@H:6]([CH2:9][C:10]([O:12][CH3:13])=[O:11])[CH2:7][O:8][C:4]=4[CH:3]=3)[CH:34]=2)[C:18]([CH3:41])=[C:17]([Cl:16])[C:22]=1[O:23][CH2:24][CH2:25][CH2:26][S:27]([CH3:30])(=[O:29])=[O:28]. The yield is 0.890.